This data is from Catalyst prediction with 721,799 reactions and 888 catalyst types from USPTO. The task is: Predict which catalyst facilitates the given reaction. (1) Reactant: [N+:1]([O-:4])(O)=[O:2].[Cl:5][C:6]1[CH:11]=[CH:10][CH:9]=[C:8]([Cl:12])[N+:7]=1[O-].[N+]([O-])=O.O.N. Product: [Cl:5][C:6]1[CH:11]=[C:10]([N+:1]([O-:4])=[O:2])[CH:9]=[C:8]([Cl:12])[N:7]=1. The catalyst class is: 65. (2) Reactant: Br[CH2:2][C:3]([C:5]1[N:6]([S:11]([C:14]2[CH:19]=[CH:18][C:17]([CH3:20])=[CH:16][CH:15]=2)(=[O:13])=[O:12])[CH:7]=[C:8]([F:10])[CH:9]=1)=O.[F:21][C:22]1[CH:38]=[CH:37][C:25]([C:26]([N:28]2[CH2:33][CH2:32][CH2:31][C@H:30]([C:34]([NH2:36])=[O:35])[CH2:29]2)=[O:27])=[CH:24][CH:23]=1.C(N(CC)CC)C.FC1C=CC(C(Cl)=O)=CC=1. Product: [F:21][C:22]1[CH:38]=[CH:37][C:25]([C:26]([N:28]2[CH2:33][CH2:32][CH2:31][C@H:30]([C:34]3[O:35][CH:2]=[C:3]([C:5]4[N:6]([S:11]([C:14]5[CH:19]=[CH:18][C:17]([CH3:20])=[CH:16][CH:15]=5)(=[O:13])=[O:12])[CH:7]=[C:8]([F:10])[CH:9]=4)[N:36]=3)[CH2:29]2)=[O:27])=[CH:24][CH:23]=1. The catalyst class is: 4. (3) Reactant: [CH:1]1([N:6]2[C:11]3[N:12]=[C:13]([S:17][CH3:18])[N:14]=[C:15]([CH3:16])[C:10]=3[CH:9]=[C:8]([C:19]3[CH:20]=[N:21][NH:22][CH:23]=3)[C:7]2=[O:24])[CH2:5][CH2:4][CH2:3][CH2:2]1.[CH3:25][C:26]1([CH3:29])[CH2:28][O:27]1.C(=O)([O-])[O-].[K+].[K+]. Product: [CH:1]1([N:6]2[C:11]3[N:12]=[C:13]([S:17][CH3:18])[N:14]=[C:15]([CH3:16])[C:10]=3[CH:9]=[C:8]([C:19]3[CH:20]=[N:21][N:22]([CH2:25][C:26]([OH:27])([CH3:29])[CH3:28])[CH:23]=3)[C:7]2=[O:24])[CH2:5][CH2:4][CH2:3][CH2:2]1. The catalyst class is: 16. (4) Reactant: [O:1]=[C:2]1[N:10](COCC[Si](C)(C)C)[C:5]2=[N:6][CH:7]=[CH:8][CH:9]=[C:4]2[C@@:3]21[CH2:32][C:21]1=[N:22][C:23]3[CH:24]=[CH:25][C:26]([CH:30]=[O:31])=[CH:27][C:28]=3[CH:29]=[C:20]1[CH2:19]2.Cl.OS(O)(=O)=O.[OH-].[Na+]. Product: [O:1]=[C:2]1[NH:10][C:5]2=[N:6][CH:7]=[CH:8][CH:9]=[C:4]2[C@@:3]21[CH2:32][C:21]1=[N:22][C:23]3[CH:24]=[CH:25][C:26]([CH:30]=[O:31])=[CH:27][C:28]=3[CH:29]=[C:20]1[CH2:19]2. The catalyst class is: 24. (5) Reactant: [Cl:1][C:2]1[CH:3]=[C:4]([CH:8]=[C:9]([CH3:11])[N:10]=1)[C:5](O)=[O:6].Cl.[CH3:13][NH:14][O:15][CH3:16].C(N(CC)CC)C.C1C=C2N=NN(O)C2=CC=1.O.C(Cl)CCl. Product: [Cl:1][C:2]1[CH:3]=[C:4]([CH:8]=[C:9]([CH3:11])[N:10]=1)[C:5]([N:14]([O:15][CH3:16])[CH3:13])=[O:6]. The catalyst class is: 18.